This data is from Forward reaction prediction with 1.9M reactions from USPTO patents (1976-2016). The task is: Predict the product of the given reaction. (1) The product is: [N:29]1[CH:28]=[CH:27][CH:26]=[N:25][C:24]=1[NH:23][CH2:22][CH2:21][CH2:47][CH2:48][NH:49][C:18]([C:9]1([NH:8][C:1]([C@H:55]([NH:52][C:53](=[O:66])[CH3:54])[CH2:56][CH2:77][C:76]([OH:79])=[O:78])=[O:3])[CH2:10][C:11]2[C:16](=[CH:15][CH:14]=[CH:13][CH:12]=2)[CH2:17]1)=[O:20]. Given the reactants [C:1]([NH:8][C:9]1([C:18]([OH:20])=O)[CH2:17][C:16]2[C:11](=[CH:12][CH:13]=[CH:14][CH:15]=2)[CH2:10]1)([O:3]C(C)(C)C)=O.[CH3:21][CH2:22][N:23]=[C:24]=[N:25][CH2:26][CH2:27][CH2:28][N:29](C)C.Cl.Cl.C(NCC[CH2:47][CH2:48][NH2:49])(OCC1C=CC=CC=1)=O.C([N:52]([CH2:55][CH3:56])[CH2:53][CH3:54])C.C(N(C(C)C)CC)(C)C.[OH:66]N1C2C=CC=CC=2N=N1.[C:76]([O:79]C(=O)C)(=[O:78])[CH3:77].C([O-])(O)=O.[Na+], predict the reaction product. (2) Given the reactants C[O:2][C:3]1[CH:8]=[C:7]([O:9]C)[CH:6]=[CH:5][C:4]=1[C:11]1[C:19]2[C:14](=[C:15]([F:20])[CH:16]=[CH:17][CH:18]=2)[N:13]([CH:21]([CH3:23])[CH3:22])[N:12]=1.B(Br)(Br)Br.C1CCCCC=1, predict the reaction product. The product is: [F:20][C:15]1[CH:16]=[CH:17][CH:18]=[C:19]2[C:14]=1[N:13]([CH:21]([CH3:23])[CH3:22])[N:12]=[C:11]2[C:4]1[CH:5]=[CH:6][C:7]([OH:9])=[CH:8][C:3]=1[OH:2]. (3) Given the reactants [C:1]([O:5][C:6](=[O:34])[NH:7][C:8]1[CH:13]=[C:12]([CH3:14])[C:11]([CH2:15][NH:16][C:17]([C:19]2[N:20]=[N:21][N:22]([CH2:24][C:25]3[CH:30]=[CH:29][C:28]([CH2:31]O)=[CH:27][CH:26]=3)[CH:23]=2)=[O:18])=[C:10]([CH3:33])[N:9]=1)([CH3:4])([CH3:3])[CH3:2].S(Cl)([Cl:37])=O.N1C=CC=CC=1.C(=O)(O)[O-], predict the reaction product. The product is: [C:1]([O:5][C:6](=[O:34])[NH:7][C:8]1[CH:13]=[C:12]([CH3:14])[C:11]([CH2:15][NH:16][C:17]([C:19]2[N:20]=[N:21][N:22]([CH2:24][C:25]3[CH:30]=[CH:29][C:28]([CH2:31][Cl:37])=[CH:27][CH:26]=3)[CH:23]=2)=[O:18])=[C:10]([CH3:33])[N:9]=1)([CH3:4])([CH3:3])[CH3:2].